Dataset: Forward reaction prediction with 1.9M reactions from USPTO patents (1976-2016). Task: Predict the product of the given reaction. (1) Given the reactants [CH3:1][O:2][C:3]1[CH:4]=[C:5]([NH:15][C:16]([NH2:18])=[NH:17])[CH:6]=[CH:7][C:8]=1[N:9]1[CH:13]=[C:12]([CH3:14])[N:11]=[CH:10]1.C(=O)([O-])[O-].[K+].[K+].[CH3:25][O:26][CH:27]([C:37]1[CH:42]=[CH:41][CH:40]=[CH:39][CH:38]=1)[C:28]([CH:30]1[C:35](=O)[CH2:34][CH2:33][O:32][CH2:31]1)=O, predict the reaction product. The product is: [CH3:25][O:26][CH:27]([C:37]1[CH:38]=[CH:39][CH:40]=[CH:41][CH:42]=1)[C:28]1[C:30]2[CH2:31][O:32][CH2:33][CH2:34][C:35]=2[N:17]=[C:16]([NH:15][C:5]2[CH:6]=[CH:7][C:8]([N:9]3[CH:13]=[C:12]([CH3:14])[N:11]=[CH:10]3)=[C:3]([O:2][CH3:1])[CH:4]=2)[N:18]=1. (2) Given the reactants [F:1][S:2]([F:15])([F:14])([F:13])([F:12])[C:3]1[CH:11]=[CH:10][C:6]([C:7]([NH2:9])=[S:8])=[CH:5][CH:4]=1.[CH3:16][O:17][C:18](=[O:25])[CH2:19][C:20](=O)[CH:21](Br)[CH3:22].[CH2:26](OC(=O)C)C, predict the reaction product. The product is: [CH2:16]([O:17][C:18](=[O:25])[CH2:19][C:20]1[N:9]=[C:7]([C:6]2[CH:5]=[CH:4][C:3]([S:2]([F:12])([F:13])([F:14])([F:15])[F:1])=[CH:11][CH:10]=2)[S:8][C:21]=1[CH3:22])[CH3:26].